From a dataset of Forward reaction prediction with 1.9M reactions from USPTO patents (1976-2016). Predict the product of the given reaction. (1) Given the reactants [F:1][C:2]1[C:3]([C:17]([F:20])([F:19])[F:18])=[N:4][CH:5]=[C:6](B2OC(C)(C)C(C)(C)O2)[CH:7]=1.Br[C:22]1[C:27]([F:28])=[CH:26][N:25]=[C:24]([CH2:29][N:30]2[C:38](=[O:39])[C:37]3[C:32](=[CH:33][CH:34]=[CH:35][CH:36]=3)[C:31]2=[O:40])[CH:23]=1.C(=O)([O-])[O-].[K+].[K+].O1CCOCC1, predict the reaction product. The product is: [F:28][C:27]1[C:22]([C:6]2[CH:5]=[N:4][C:3]([C:17]([F:18])([F:19])[F:20])=[C:2]([F:1])[CH:7]=2)=[CH:23][C:24]([CH2:29][N:30]2[C:31](=[O:40])[C:32]3[C:37](=[CH:36][CH:35]=[CH:34][CH:33]=3)[C:38]2=[O:39])=[N:25][CH:26]=1. (2) Given the reactants [F:1][CH:2]([F:5])[CH2:3]Cl.[CH2:6]([NH2:13])[C:7]1[CH:12]=[CH:11][CH:10]=[CH:9][CH:8]=1.Cl, predict the reaction product. The product is: [CH2:6]([NH:13][CH2:3][CH:2]([F:5])[F:1])[C:7]1[CH:12]=[CH:11][CH:10]=[CH:9][CH:8]=1. (3) Given the reactants O.[NH2:2][NH2:3].[CH2:4]([NH:6][C:7](=[O:38])[NH:8][C:9]1[N:14]=[CH:13][C:12]([C:15]2[CH:16]=[N:17][CH:18]=[C:19]([C:21]([O:23]CC)=O)[CH:20]=2)=[C:11]([C:26]2[CH:31]=[CH:30][C:29]([N:32]3[CH2:37][CH2:36][O:35][CH2:34][CH2:33]3)=[CH:28][CH:27]=2)[CH:10]=1)[CH3:5], predict the reaction product. The product is: [CH2:4]([NH:6][C:7]([NH:8][C:9]1[N:14]=[CH:13][C:12]([C:15]2[CH:16]=[N:17][CH:18]=[C:19]([C:21]([NH:2][NH2:3])=[O:23])[CH:20]=2)=[C:11]([C:26]2[CH:31]=[CH:30][C:29]([N:32]3[CH2:37][CH2:36][O:35][CH2:34][CH2:33]3)=[CH:28][CH:27]=2)[CH:10]=1)=[O:38])[CH3:5].